Dataset: Reaction yield outcomes from USPTO patents with 853,638 reactions. Task: Predict the reaction yield, written as a fraction of the theoretical maximum amount of product (1.0 means a 100% yield; for example, 0.34 means a 34% yield). (1) The reactants are [Br:1][C:2]1[CH:7]=[CH:6][C:5]([C:8](=[O:25])[CH2:9][C:10]([CH2:21][CH2:22][O:23][CH3:24])(C(OCC)=O)[C:11]([O:13][CH2:14][CH3:15])=[O:12])=[CH:4][CH:3]=1.[OH-].[Na+]. The catalyst is CC(C)=O.C(O)C. The product is [Br:1][C:2]1[CH:7]=[CH:6][C:5]([C:8](=[O:25])[CH2:9][CH:10]([CH2:21][CH2:22][O:23][CH3:24])[C:11]([O:13][CH2:14][CH3:15])=[O:12])=[CH:4][CH:3]=1. The yield is 0.860. (2) The reactants are C([O-])(=[O:3])C.[NH4+].Cl[C:7]1[C:16]([C:17]#[N:18])=[C:15]([Cl:19])[C:14]2[C:9](=[CH:10][CH:11]=[CH:12][CH:13]=2)[N:8]=1. The catalyst is C(O)(=O)C. The product is [Cl:19][C:15]1[C:14]2[C:9](=[CH:10][CH:11]=[CH:12][CH:13]=2)[NH:8][C:7](=[O:3])[C:16]=1[C:17]#[N:18]. The yield is 0.940. (3) The reactants are [Cl:1][C:2]1[N:3]=[C:4]([N:14]2[CH2:19][CH2:18][O:17][CH2:16][CH2:15]2)[C:5]2[S:10][C:9]([CH2:11][NH:12][CH3:13])=[CH:8][C:6]=2[N:7]=1.[N:20]1[CH:25]=[CH:24][CH:23]=[CH:22][C:21]=1[CH:26]=O. No catalyst specified. The product is [Cl:1][C:2]1[N:3]=[C:4]([N:14]2[CH2:19][CH2:18][O:17][CH2:16][CH2:15]2)[C:5]2[S:10][C:9]([CH2:11][N:12]([CH3:13])[CH2:26][C:21]3[CH:22]=[CH:23][CH:24]=[CH:25][N:20]=3)=[CH:8][C:6]=2[N:7]=1. The yield is 0.710. (4) The reactants are [NH2:1][C:2]1[S:6][C:5]([SH:7])=[N:4][C:3]=1[C:8]1[CH:13]=[CH:12][CH:11]=[CH:10][CH:9]=1.[C:14](O)([CH3:17])([CH3:16])[CH3:15].S(=O)(=O)(O)O.C(=O)(O)[O-].[Na+]. The catalyst is O. The product is [NH2:1][C:2]1[S:6][C:5]([S:7][C:14]([CH3:17])([CH3:16])[CH3:15])=[N:4][C:3]=1[C:8]1[CH:13]=[CH:12][CH:11]=[CH:10][CH:9]=1. The yield is 0.820. (5) No catalyst specified. The yield is 0.180. The reactants are [Cl:1][C:2]1[CH:3]=[CH:4][C:5]2[S:9][CH:8]=[C:7]([CH2:10][N:11]3[C:19]4[C:14](=[CH:15][CH:16]=[CH:17][CH:18]=4)[C:13](=O)[C:12]3=[O:21])[C:6]=2[CH:22]=1.[F:23][C:24]([F:33])([F:32])[C:25]1[CH:26]=[C:27]([CH:29]=[CH:30][CH:31]=1)[NH2:28]. The product is [Cl:1][C:2]1[CH:3]=[CH:4][C:5]2[S:9][CH:8]=[C:7]([CH2:10][N:11]3[C:19]4[C:14](=[CH:15][CH:16]=[CH:17][CH:18]=4)[C:13](=[N:28][C:27]4[CH:29]=[CH:30][CH:31]=[C:25]([C:24]([F:23])([F:32])[F:33])[CH:26]=4)[C:12]3=[O:21])[C:6]=2[CH:22]=1. (6) The reactants are [Cl:1][C:2]1[N:11]=[C:10]([NH:12][CH:13]([CH3:15])[CH3:14])[C:9]2[C:4](=[CH:5][CH:6]=[C:7]([N+:16]([O-:18])=[O:17])[CH:8]=2)[N:3]=1.[CH2:19]([NH2:22])[CH:20]=[CH2:21]. The catalyst is O. The product is [ClH:1].[CH2:19]([NH:22][C:2]1[N:11]=[C:10]([NH:12][CH:13]([CH3:15])[CH3:14])[C:9]2[C:4](=[CH:5][CH:6]=[C:7]([N+:16]([O-:18])=[O:17])[CH:8]=2)[N:3]=1)[CH:20]=[CH2:21]. The yield is 0.957.